This data is from Catalyst prediction with 721,799 reactions and 888 catalyst types from USPTO. The task is: Predict which catalyst facilitates the given reaction. (1) Reactant: C([O:8][C:9](=[O:31])[C:10]1[CH:15]=[CH:14][CH:13]=[C:12]([O:16][C:17]2[CH:22]=[CH:21][C:20]([O:23][CH2:24][C:25]([O:27][CH2:28][CH3:29])=[O:26])=[C:19]([CH3:30])[CH:18]=2)[CH:11]=1)C1C=CC=CC=1. Product: [CH2:28]([O:27][C:25]([CH2:24][O:23][C:20]1[CH:21]=[CH:22][C:17]([O:16][C:12]2[CH:11]=[C:10]([CH:15]=[CH:14][CH:13]=2)[C:9]([OH:31])=[O:8])=[CH:18][C:19]=1[CH3:30])=[O:26])[CH3:29]. The catalyst class is: 50. (2) Reactant: N(C(OC(C)(C)C)=O)=NC(OC(C)(C)C)=O.[F:17][C:18]1[CH:37]=[CH:36][C:21]([C:22]([N:24]2[CH2:30][CH2:29][C:28]3[O:31][C:32]([CH2:34][OH:35])=[N:33][C:27]=3[CH2:26][CH2:25]2)=[O:23])=[CH:20][CH:19]=1.[C:38]1(O)[CH:43]=[CH:42][CH:41]=[CH:40][CH:39]=1.C1(P(C2C=CC=CC=2)C2C=CC=CC=2)C=CC=CC=1. Product: [F:17][C:18]1[CH:19]=[CH:20][C:21]([C:22]([N:24]2[CH2:30][CH2:29][C:28]3[O:31][C:32]([CH2:34][O:35][C:38]4[CH:43]=[CH:42][CH:41]=[CH:40][CH:39]=4)=[N:33][C:27]=3[CH2:26][CH2:25]2)=[O:23])=[CH:36][CH:37]=1. The catalyst class is: 2. (3) Reactant: [CH3:1][S:2][C:3]1[N:8]=[C:7]([NH:9][CH2:10][C:11]2[CH:16]=[CH:15][C:14]([O:17][CH3:18])=[C:13]([Cl:19])[CH:12]=2)[C:6]([CH2:20][OH:21])=[CH:5][N:4]=1.CSC1N=C(NCC2C=CC(OC)=C(Cl)C=2)C(C(OCC)=O)=CN=1. Product: [CH3:1][S:2][C:3]1[N:8]=[C:7]([NH:9][CH2:10][C:11]2[CH:16]=[CH:15][C:14]([O:17][CH3:18])=[C:13]([Cl:19])[CH:12]=2)[C:6]([CH:20]=[O:21])=[CH:5][N:4]=1. The catalyst class is: 428. (4) Reactant: [Cl:1][C:2]1[CH:3]=[CH:4][C:5]([O:24][CH3:25])=[C:6]([CH:23]=1)[CH2:7][N:8]([CH3:22])[C:9](=[O:21])[CH2:10][CH2:11][CH2:12][S:13][C:14]1[CH:19]=[CH:18][C:17]([OH:20])=[CH:16][CH:15]=1.[H-].[Na+].I[CH:29]([CH3:31])[CH3:30].O. Product: [Cl:1][C:2]1[CH:3]=[CH:4][C:5]([O:24][CH3:25])=[C:6]([CH:23]=1)[CH2:7][N:8]([CH3:22])[C:9](=[O:21])[CH2:10][CH2:11][CH2:12][S:13][C:14]1[CH:15]=[CH:16][C:17]([O:20][CH:29]([CH3:31])[CH3:30])=[CH:18][CH:19]=1. The catalyst class is: 9. (5) Reactant: C1(C(C2C=CC=CC=2)[N:8]2[CH2:13][CH2:12][CH:11]([CH2:14][CH2:15][CH2:16][CH2:17][NH:18][C:19](=[O:28])[CH:20]=[CH:21][C:22]3[CH:23]=[N:24][CH:25]=[CH:26][CH:27]=3)[CH2:10][CH2:9]2)C=CC=CC=1.Cl.[H][H]. Product: [NH:8]1[CH2:13][CH2:12][CH:11]([CH2:14][CH2:15][CH2:16][CH2:17][NH:18][C:19](=[O:28])[CH2:20][CH2:21][C:22]2[CH:23]=[N:24][CH:25]=[CH:26][CH:27]=2)[CH2:10][CH2:9]1. The catalyst class is: 29.